This data is from Catalyst prediction with 721,799 reactions and 888 catalyst types from USPTO. The task is: Predict which catalyst facilitates the given reaction. (1) Reactant: [F:1][C:2]1[C:3]([O:20][CH:21]2[CH2:26][CH2:25][N:24](C(OC(C)(C)C)=O)[CH2:23][CH2:22]2)=[N:4][CH:5]=[N:6][C:7]=1[O:8][C:9]1[C:10]([CH3:19])=[N:11][C:12]([S:15]([CH3:18])(=[O:17])=[O:16])=[CH:13][CH:14]=1.[ClH:34].O1CCOCC1. Product: [ClH:34].[F:1][C:2]1[C:7]([O:8][C:9]2[C:10]([CH3:19])=[N:11][C:12]([S:15]([CH3:18])(=[O:16])=[O:17])=[CH:13][CH:14]=2)=[N:6][CH:5]=[N:4][C:3]=1[O:20][CH:21]1[CH2:26][CH2:25][NH:24][CH2:23][CH2:22]1. The catalyst class is: 2. (2) The catalyst class is: 4. Reactant: C([SiH](CC)CC)C.FC(F)(F)C(O)=O.O[CH:16]([C:27]1[C:28]([C:38]2[CH:43]=[CH:42][CH:41]=[C:40]([C:44]([F:47])([F:46])[F:45])[CH:39]=2)=[N:29][N:30]2[CH:35]=[C:34]([O:36][CH3:37])[CH:33]=[CH:32][C:31]=12)[C:17]1[N:22]=[C:21]([C:23]([O:25][CH3:26])=[O:24])[CH:20]=[CH:19][CH:18]=1.C(=O)(O)[O-].[Na+]. Product: [CH3:37][O:36][C:34]1[CH:33]=[CH:32][C:31]2[N:30]([N:29]=[C:28]([C:38]3[CH:43]=[CH:42][CH:41]=[C:40]([C:44]([F:47])([F:46])[F:45])[CH:39]=3)[C:27]=2[CH2:16][C:17]2[N:22]=[C:21]([C:23]([O:25][CH3:26])=[O:24])[CH:20]=[CH:19][CH:18]=2)[CH:35]=1. (3) Reactant: [I-].[C:2]([O:10][CH2:11][Zn+])(=[O:9])[C:3]1[CH:8]=[CH:7][CH:6]=[CH:5][CH:4]=1.Br[C:14]1[CH:19]=[CH:18][C:17]([Cl:20])=[CH:16][N:15]=1. Product: [C:2]([O:10][CH2:11][C:14]1[CH:19]=[CH:18][C:17]([Cl:20])=[CH:16][N:15]=1)(=[O:9])[C:3]1[CH:8]=[CH:7][CH:6]=[CH:5][CH:4]=1. The catalyst class is: 176.